From a dataset of CYP3A4 inhibition data for predicting drug metabolism from PubChem BioAssay. Regression/Classification. Given a drug SMILES string, predict its absorption, distribution, metabolism, or excretion properties. Task type varies by dataset: regression for continuous measurements (e.g., permeability, clearance, half-life) or binary classification for categorical outcomes (e.g., BBB penetration, CYP inhibition). Dataset: cyp3a4_veith. The molecule is COc1cc2c(cc1OC)C(C(=O)Nc1ccccn1)C(c1cccnc1)N(C)C2=O. The result is 0 (non-inhibitor).